Dataset: Reaction yield outcomes from USPTO patents with 853,638 reactions. Task: Predict the reaction yield, written as a fraction of the theoretical maximum amount of product (1.0 means a 100% yield; for example, 0.34 means a 34% yield). The reactants are [CH3:1][O:2][C:3](=[O:14])[C:4]1[C:9]([N+:10]([O-:12])=[O:11])=[CH:8][CH:7]=[CH:6][C:5]=1[CH3:13].[Br:15]N1C(C)(C)C(=O)N(Br)C1=O.N(C(C)(C)C#N)=NC(C)(C)C#N.CCCCCCC. The catalyst is C(OC)(=O)C. The product is [CH3:1][O:2][C:3](=[O:14])[C:4]1[C:9]([N+:10]([O-:12])=[O:11])=[CH:8][CH:7]=[CH:6][C:5]=1[CH2:13][Br:15]. The yield is 0.350.